Predict the product of the given reaction. From a dataset of Forward reaction prediction with 1.9M reactions from USPTO patents (1976-2016). (1) Given the reactants [OH:1][C:2]12[CH2:9][CH2:8][C:5](C(O)=O)([CH2:6][CH2:7]1)[CH2:4][CH2:3]2.CC[N:15]([CH:19](C)C)C(C)C.C1(P(N=[N+]=[N-])(C2C=CC=CC=2)=[O:29])C=CC=CC=1.[CH2:39]([OH:46])[C:40]1[CH:45]=[CH:44][CH:43]=[CH:42][CH:41]=1, predict the reaction product. The product is: [OH:1][C:2]12[CH2:3][CH2:4][C:5]([NH:15][C:19](=[O:29])[O:46][CH2:39][C:40]3[CH:45]=[CH:44][CH:43]=[CH:42][CH:41]=3)([CH2:6][CH2:7]1)[CH2:8][CH2:9]2. (2) Given the reactants [F:1][C:2]1[CH:3]=[C:4]([C:8]2[CH:9]=[C:10]3[CH2:16][C:15](=O)[NH:14][C:11]3=[N:12][CH:13]=2)[CH:5]=[CH:6][CH:7]=1.P(Cl)(Cl)([Cl:20])=O, predict the reaction product. The product is: [Cl:20][C:15]1[NH:14][C:11]2=[N:12][CH:13]=[C:8]([C:4]3[CH:5]=[CH:6][CH:7]=[C:2]([F:1])[CH:3]=3)[CH:9]=[C:10]2[CH:16]=1. (3) Given the reactants Br[C:2]1[C:7](C=O)=[CH:6][CH:5]=[CH:4][N:3]=1.[CH:10]([N:13](C(C)C)[CH2:14]C)(C)C.[C:19](N1CCNCC1)([O:21][C:22]([CH3:25])([CH3:24])[CH3:23])=[O:20].[CH3:32][N:33]([CH:35]=[O:36])[CH3:34], predict the reaction product. The product is: [C:19]([C:7]1[C:2]([C:35]([N:33]2[CH2:34][CH2:14][NH:13][CH2:10][CH2:32]2)=[O:36])=[N:3][CH:4]=[CH:5][CH:6]=1)([O:21][C:22]([CH3:23])([CH3:24])[CH3:25])=[O:20]. (4) Given the reactants [Cl:1][C:2]1[CH:7]=[CH:6][N:5]=[C:4]([NH:8][C:9](=[O:15])[O:10][C:11]([CH3:14])([CH3:13])[CH3:12])[C:3]=1I.[C:17]([CH:19]1[CH2:24][CH2:23][CH2:22][CH2:21][CH2:20]1)#[CH:18].C(N(CC)CC)C, predict the reaction product. The product is: [Cl:1][C:2]1[CH:7]=[CH:6][N:5]=[C:4]([NH:8][C:9](=[O:15])[O:10][C:11]([CH3:14])([CH3:13])[CH3:12])[C:3]=1[C:18]#[C:17][CH:19]1[CH2:24][CH2:23][CH2:22][CH2:21][CH2:20]1. (5) Given the reactants [Cl:1][C:2]1[CH:3]=[C:4]([C:8]([NH:10][C@@H:11]2[CH2:16][CH2:15][N:14](C(OC)=O)[CH2:13][C@@H:12]2[CH3:21])=[O:9])[NH:5][C:6]=1[CH3:7].[OH-].[K+].O.NN.O, predict the reaction product. The product is: [Cl:1][C:2]1[CH:3]=[C:4]([C:8]([NH:10][C@@H:11]2[CH2:16][CH2:15][NH:14][CH2:13][C@@H:12]2[CH3:21])=[O:9])[NH:5][C:6]=1[CH3:7]. (6) Given the reactants [CH2:1]([O:3][C:4]([C:6]1[CH:7]=[C:8]2[N:13]([C:14]=1[C:15]1[CH:20]=[CH:19][C:18](=[O:21])[N:17]([CH3:22])[CH:16]=1)[CH:12]=[CH:11][C:10]([CH2:23][N:24]=[N+:25]=[N-:26])=[CH:9]2)=[O:5])[CH3:2].[F:27][C:28]([F:36])([F:35])[C:29]([OH:34])([CH2:32][CH3:33])[C:30]#[CH:31], predict the reaction product. The product is: [CH2:1]([O:3][C:4]([C:6]1[CH:7]=[C:8]2[N:13]([C:14]=1[C:15]1[CH:20]=[CH:19][C:18](=[O:21])[N:17]([CH3:22])[CH:16]=1)[CH:12]=[CH:11][C:10]([CH2:23][N:24]1[CH:31]=[C:30]([C:29]([OH:34])([C:28]([F:36])([F:35])[F:27])[CH2:32][CH3:33])[N:26]=[N:25]1)=[CH:9]2)=[O:5])[CH3:2]. (7) Given the reactants [CH3:1][O:2][C:3](=[O:27])[C:4]1[C:9]([NH:10][CH:11]([CH:14]=O)[CH2:12][CH3:13])=[CH:8][C:7]([CH3:16])=[N:6][C:5]=1[O:17][C:18]1[C:23]([CH3:24])=[CH:22][C:21]([Cl:25])=[CH:20][C:19]=1[CH3:26].[CH3:28][NH2:29].[O-]S([O-])(=O)=O.[Na+].[Na+].[Na], predict the reaction product. The product is: [CH3:1][O:2][C:3](=[O:27])[C:4]1[C:9]([NH:10][CH:11]([CH2:14][NH:29][CH3:28])[CH2:12][CH3:13])=[CH:8][C:7]([CH3:16])=[N:6][C:5]=1[O:17][C:18]1[C:23]([CH3:24])=[CH:22][C:21]([Cl:25])=[CH:20][C:19]=1[CH3:26]. (8) Given the reactants [CH2:1]([C:3]1[S:44][C:6]2[N:7]([CH2:24][C:25]3[CH:30]=[CH:29][C:28]([C:31]4[CH:36]=[CH:35][CH:34]=[CH:33][C:32]=4[C:37]4[NH:41][C:40](=[O:42])[O:39][N:38]=4)=[CH:27][C:26]=3[F:43])[C:8](=[O:23])[N:9]([CH2:12][C:13]([C:15]3[CH:20]=[CH:19][C:18]([O:21][CH3:22])=[CH:17][CH:16]=3)=[O:14])[C:10](=[O:11])[C:5]=2[CH:4]=1)[CH3:2].[BH4-].[Na+], predict the reaction product. The product is: [CH2:1]([C:3]1[S:44][C:6]2[N:7]([CH2:24][C:25]3[CH:30]=[CH:29][C:28]([C:31]4[CH:36]=[CH:35][CH:34]=[CH:33][C:32]=4[C:37]4[NH:41][C:40](=[O:42])[O:39][N:38]=4)=[CH:27][C:26]=3[F:43])[C:8](=[O:23])[N:9]([CH2:12][CH:13]([OH:14])[C:15]3[CH:20]=[CH:19][C:18]([O:21][CH3:22])=[CH:17][CH:16]=3)[C:10](=[O:11])[C:5]=2[CH:4]=1)[CH3:2]. (9) Given the reactants [Na:1].C(C1(CCO[C:17]2[CH:22]=[CH:21][N:20]=[C:19]([CH2:23][S:24]([C:26]3[NH:30][C:29]4[CH:31]=[CH:32][CH:33]=[CH:34][C:28]=4[N:27]=3)=[O:25])[C:18]=2[CH3:35])OCC2(OCCO2)CO1)C.ClC1C=CC=C(C(OO)=O)C=1.[O:47]1[CH2:51][CH2:50][O:49][CH:48]1[CH2:52][OH:53], predict the reaction product. The product is: [Na:1].[O:47]1[CH2:51][CH2:50][O:49][CH:48]1[CH2:52][O:53][C:17]1[CH:22]=[CH:21][N:20]=[C:19]([CH2:23][S:24]([C:26]2[NH:27][C:28]3[CH:34]=[CH:33][CH:32]=[CH:31][C:29]=3[N:30]=2)=[O:25])[C:18]=1[CH3:35]. (10) Given the reactants [NH2:1][C:2]1[CH:33]=[CH:32][CH:31]=[CH:30][C:3]=1[O:4][C:5]1([CH:11]([N:15]([CH2:23][C:24]2[CH:29]=[CH:28][CH:27]=[CH:26][CH:25]=2)[CH2:16][C:17]2[CH:22]=[CH:21][CH:20]=[CH:19][CH:18]=2)[C:12](O)=[O:13])[CH2:10][CH2:9][CH2:8][CH2:7][CH2:6]1.C1C=CC2N(O)N=NC=2C=1.O.CCN=C=NCCCN(C)C, predict the reaction product. The product is: [CH2:23]([N:15]([CH2:16][C:17]1[CH:22]=[CH:21][CH:20]=[CH:19][CH:18]=1)[CH:11]1[C:5]2([CH2:10][CH2:9][CH2:8][CH2:7][CH2:6]2)[O:4][C:3]2[CH:30]=[CH:31][CH:32]=[CH:33][C:2]=2[NH:1][C:12]1=[O:13])[C:24]1[CH:25]=[CH:26][CH:27]=[CH:28][CH:29]=1.